From a dataset of Forward reaction prediction with 1.9M reactions from USPTO patents (1976-2016). Predict the product of the given reaction. (1) Given the reactants [OH:1][C:2]1[CH:11]=[CH:10][C:5]2[C:6](=[O:9])[CH2:7][O:8][C:4]=2[C:3]=1[CH2:12][N:13]1[CH2:18][CH2:17][N:16]([C:19]([O:21][C:22]([CH3:25])([CH3:24])[CH3:23])=[O:20])[CH2:15][CH2:14]1.[CH3:26][S:27]([N:30]1[C:38]2[C:33](=[CH:34][CH:35]=[CH:36][CH:37]=2)[C:32]([CH:39]=O)=[CH:31]1)(=[O:29])=[O:28].N1CCCCC1, predict the reaction product. The product is: [OH:1][C:2]1[CH:11]=[CH:10][C:5]2[C:6](=[O:9])/[C:7](=[CH:39]/[C:32]3[C:33]4[C:38](=[CH:37][CH:36]=[CH:35][CH:34]=4)[N:30]([S:27]([CH3:26])(=[O:29])=[O:28])[CH:31]=3)/[O:8][C:4]=2[C:3]=1[CH2:12][N:13]1[CH2:14][CH2:15][N:16]([C:19]([O:21][C:22]([CH3:25])([CH3:24])[CH3:23])=[O:20])[CH2:17][CH2:18]1. (2) Given the reactants [F:1][C:2]1[CH:7]=[CH:6][C:5]([NH:8]C(=O)OC(C)(C)C)=[CH:4][C:3]=1[C@:16]1([CH3:27])[C:21]([F:23])([F:22])[CH2:20][C@:19]([F:25])([CH3:24])[C:18](=[S:26])[NH:17]1.C(O)(C(F)(F)F)=O, predict the reaction product. The product is: [NH2:8][C:5]1[CH:6]=[CH:7][C:2]([F:1])=[C:3]([C@@:16]2([CH3:27])[NH:17][C:18](=[S:26])[C@@:19]([F:25])([CH3:24])[CH2:20][C:21]2([F:23])[F:22])[CH:4]=1. (3) Given the reactants Br[C:2]1[CH:11]=[CH:10][CH:9]=[CH:8][C:3]=1[O:4][CH2:5][CH2:6][NH2:7].[F:12][C:13]1[CH:18]=[C:17](B2OC(C)(C)C(C)(C)O2)[CH:16]=[CH:15][C:14]=1[C:28]1[CH:29]=[N:30][C:31]([NH2:34])=[N:32][CH:33]=1, predict the reaction product. The product is: [NH2:7][CH2:6][CH2:5][O:4][C:3]1[CH:8]=[CH:9][CH:10]=[CH:11][C:2]=1[C:17]1[CH:16]=[CH:15][C:14]([C:28]2[CH:33]=[N:32][C:31]([NH2:34])=[N:30][CH:29]=2)=[C:13]([F:12])[CH:18]=1. (4) Given the reactants [N:1]([CH2:4][CH:5]1[O:10][C:9]2[C:11](Br)=[CH:12][CH:13]=[CH:14][C:8]=2[N:7]([CH3:16])[CH2:6]1)=[N+:2]=[N-:3].[Cl:17][C:18]1[CH:23]=[C:22]([Cl:24])[CH:21]=[CH:20][C:19]=1B(O)O, predict the reaction product. The product is: [N:1]([CH2:4][CH:5]1[O:10][C:9]2[C:11]([C:21]3[CH:20]=[CH:19][C:18]([Cl:17])=[CH:23][C:22]=3[Cl:24])=[CH:12][CH:13]=[CH:14][C:8]=2[N:7]([CH3:16])[CH2:6]1)=[N+:2]=[N-:3].